From a dataset of Full USPTO retrosynthesis dataset with 1.9M reactions from patents (1976-2016). Predict the reactants needed to synthesize the given product. (1) The reactants are: [NH2:1][C@H:2]([C:7]1[CH:12]=[CH:11][CH:10]=[CH:9][CH:8]=1)[CH2:3][C:4]([OH:6])=[O:5].Cl.[CH3:14]O. Given the product [CH3:14][O:5][C:4](=[O:6])[CH2:3][C@H:2]([NH2:1])[C:7]1[CH:12]=[CH:11][CH:10]=[CH:9][CH:8]=1, predict the reactants needed to synthesize it. (2) Given the product [Cl:1][C:2]1[CH:3]=[C:4]([C:8](=[N:18][OH:19])[CH2:9][C:10]2[CH:15]=[CH:14][N:13]=[CH:12][N:11]=2)[CH:5]=[CH:6][CH:7]=1, predict the reactants needed to synthesize it. The reactants are: [Cl:1][C:2]1[CH:3]=[C:4]([C:8](O)=[CH:9][C:10]2[CH:15]=[CH:14][N:13]=[CH:12][N:11]=2)[CH:5]=[CH:6][CH:7]=1.Cl.[NH2:18][OH:19].[OH-].[Na+]. (3) Given the product [Cl:1][C:2]1[CH:7]=[CH:6][N:5]=[C:4]2[CH:8]=[C:9]([C:11]([N:18]([CH2:17][CH2:16][N:15]([CH3:20])[CH3:14])[CH3:19])=[O:13])[S:10][C:3]=12, predict the reactants needed to synthesize it. The reactants are: [Cl:1][C:2]1[CH:7]=[CH:6][N:5]=[C:4]2[CH:8]=[C:9]([C:11]([OH:13])=O)[S:10][C:3]=12.[CH3:14][N:15]([CH3:20])[CH2:16][CH2:17][NH:18][CH3:19].CCN(CC)CC.